This data is from Full USPTO retrosynthesis dataset with 1.9M reactions from patents (1976-2016). The task is: Predict the reactants needed to synthesize the given product. (1) Given the product [O:23]1[C:24]2[C:25](=[N:26][CH:27]=[CH:28][CH:29]=2)[O:30][C@@H:21]([C:18]2[CH:19]=[CH:20][C:15]([CH2:14][N:11]3[CH2:12][CH2:13][N:8]([CH2:33][C:32]#[N:31])[CH2:9][CH2:10]3)=[CH:16][CH:17]=2)[CH2:22]1, predict the reactants needed to synthesize it. The reactants are: C(OC([N:8]1[CH2:13][CH2:12][N:11]([CH2:14][C:15]2[CH:20]=[CH:19][C:18]([C@@H:21]3[O:30][C:25]4=[N:26][CH:27]=[CH:28][CH:29]=[C:24]4[O:23][CH2:22]3)=[CH:17][CH:16]=2)[CH2:10][CH2:9]1)=O)(C)(C)C.[N:31]1(CC#N)CCN[CH2:33][CH2:32]1.C(OC(N1CCN(CC#N)CC1)=O)(C)(C)C.Cl.C12NC(CC1)CN(C(=O)C)C2. (2) Given the product [CH3:1][O:2][C:3]1[CH:4]=[CH:5][C:6]2[CH:12]([CH3:13])[CH2:11][NH:10][CH2:9][CH2:8][C:7]=2[N:20]=1, predict the reactants needed to synthesize it. The reactants are: [CH3:1][O:2][C:3]1[CH:4]=[CH:5][C:6]2[CH:12]([CH3:13])[CH2:11][N:10](C(=O)C(F)(F)F)[CH2:9][CH2:8][C:7]=2[N:20]=1.C([O-])([O-])=O.[K+].[K+].CCOC(C)=O.C([O-])(O)=O.[Na+]. (3) Given the product [CH2:22]([N:3]([CH2:1][CH3:2])[C:4](=[O:21])[CH2:5][N:6]1[C:11](=[O:12])[C:10]2[C:13]([CH3:20])=[C:14]([C:16]([OH:18])=[O:17])[S:15][C:9]=2[N:8]=[CH:7]1)[CH3:23], predict the reactants needed to synthesize it. The reactants are: [CH2:1]([N:3]([CH2:22][CH3:23])[C:4](=[O:21])[CH2:5][N:6]1[C:11](=[O:12])[C:10]2[C:13]([CH3:20])=[C:14]([C:16]([O:18]C)=[O:17])[S:15][C:9]=2[N:8]=[CH:7]1)[CH3:2].O.O.[OH-].[Li+]. (4) Given the product [Cl:10][C:11]1[CH:12]=[C:13]([NH:14][C:2]2[N:7]=[C:6]([NH:14][C:13]3[CH:15]=[C:16]([CH3:19])[C:17]([OH:18])=[C:11]([Cl:10])[CH:12]=3)[C:5]([F:9])=[CH:4][N:3]=2)[CH:15]=[C:16]([CH3:19])[C:17]=1[OH:18], predict the reactants needed to synthesize it. The reactants are: Cl[C:2]1[N:7]=[C:6](Cl)[C:5]([F:9])=[CH:4][N:3]=1.[Cl:10][C:11]1[CH:12]=[C:13]([CH:15]=[C:16]([CH3:19])[C:17]=1[OH:18])[NH2:14]. (5) Given the product [NH2:3][C:4]1[CH:22]=[CH:21][C:20]([NH2:23])=[C:19]2[C:5]=1[C:6](=[O:28])[C:7]1([OH:27])[C:11]3[CH:12]=[CH:13][C:14]([CH:16]([CH3:18])[CH3:17])=[CH:15][C:10]=3[O:9][C:8]12[OH:26], predict the reactants needed to synthesize it. The reactants are: O.Cl.[NH2:3][C:4]1[CH:22]=[CH:21][C:20]([N+:23]([O-])=O)=[C:19]2[C:5]=1[C:6](=[O:28])[C:7]1([OH:27])[C:11]3[CH:12]=[CH:13][C:14]([CH:16]([CH3:18])[CH3:17])=[CH:15][C:10]=3[O:9][C:8]12[OH:26]. (6) Given the product [CH3:56][O:57][C:58](=[O:67])[C:59]1[CH:64]=[CH:63][C:62]([NH:65][C:28]([C@H:9]2[C@H:8]([C:4]3[CH:5]=[CH:6][CH:7]=[C:2]([Cl:1])[C:3]=3[F:31])[C@:12]([C:15]3[CH:20]=[CH:19][C:18]([Cl:21])=[CH:17][C:16]=3[F:22])([C:13]#[N:14])[C@H:11]([CH2:23][C:24]([CH3:26])([CH3:25])[CH3:27])[NH:10]2)=[O:29])=[CH:61][C:60]=1[F:66], predict the reactants needed to synthesize it. The reactants are: [Cl:1][C:2]1[C:3]([F:31])=[C:4]([C@@H:8]2[C@:12]([C:15]3[CH:20]=[CH:19][C:18]([Cl:21])=[CH:17][C:16]=3[F:22])([C:13]#[N:14])[C@H:11]([CH2:23][C:24]([CH3:27])([CH3:26])[CH3:25])[NH:10][C@H:9]2[C:28](O)=[O:29])[CH:5]=[CH:6][CH:7]=1.CN(C(ON1N=NC2C=CC=NC1=2)=[N+](C)C)C.F[P-](F)(F)(F)(F)F.[CH3:56][O:57][C:58](=[O:67])[C:59]1[CH:64]=[CH:63][C:62]([NH2:65])=[CH:61][C:60]=1[F:66].C(N(C(C)C)CC)(C)C. (7) Given the product [CH3:38][C:30]1[C:31](=[O:32])[C@@H:33]([OH:34])[C:35]([CH3:36])([CH3:37])[C:29]=1/[CH:28]=[CH:27]/[C:26](/[CH3:39])=[CH:25]/[CH:24]=[CH:23]/[C:22](/[CH3:40])=[CH:21]/[CH:20]=[CH:19]/[CH:18]=[C:17](\[CH3:41])/[CH:16]=[CH:15]/[CH:14]=[C:13](\[CH3:42])/[CH:12]=[CH:11]/[C:3]1[C:4]([CH3:10])([CH3:9])[C@H:5]([OH:6])[C:7](=[O:8])[C:2]=1[CH3:1], predict the reactants needed to synthesize it. The reactants are: [CH3:1][C:2]1[C:7](=[O:8])[C:5](=[O:6])[C:4]([CH3:10])([CH3:9])[C:3]=1/[CH:11]=[CH:12]/[C:13](/[CH3:42])=[CH:14]/[CH:15]=[CH:16]/[C:17](/[CH3:41])=[CH:18]/[CH:19]=[CH:20]/[CH:21]=[C:22](\[CH3:40])/[CH:23]=[CH:24]/[CH:25]=[C:26](\[CH3:39])/[CH:27]=[CH:28]/[C:29]1[C:35]([CH3:37])([CH3:36])[C:33](=[O:34])[C:31](=[O:32])[C:30]=1[CH3:38].[BH4-].[Na+].C(O)C.